This data is from NCI-60 drug combinations with 297,098 pairs across 59 cell lines. The task is: Regression. Given two drug SMILES strings and cell line genomic features, predict the synergy score measuring deviation from expected non-interaction effect. (1) Drug 1: C1CCC(C1)C(CC#N)N2C=C(C=N2)C3=C4C=CNC4=NC=N3. Cell line: M14. Drug 2: C1C(C(OC1N2C=NC3=C(N=C(N=C32)Cl)N)CO)O. Synergy scores: CSS=-2.58, Synergy_ZIP=2.58, Synergy_Bliss=2.00, Synergy_Loewe=-23.6, Synergy_HSA=-7.33. (2) Drug 1: COC1=C(C=C2C(=C1)N=CN=C2NC3=CC(=C(C=C3)F)Cl)OCCCN4CCOCC4. Drug 2: C1CNP(=O)(OC1)N(CCCl)CCCl. Cell line: M14. Synergy scores: CSS=8.93, Synergy_ZIP=-3.66, Synergy_Bliss=0.850, Synergy_Loewe=-7.72, Synergy_HSA=0.429. (3) Drug 1: C1=CC(=CC=C1CC(C(=O)O)N)N(CCCl)CCCl.Cl. Drug 2: CC1=C2C(C(=O)C3(C(CC4C(C3C(C(C2(C)C)(CC1OC(=O)C(C(C5=CC=CC=C5)NC(=O)OC(C)(C)C)O)O)OC(=O)C6=CC=CC=C6)(CO4)OC(=O)C)O)C)O. Cell line: MOLT-4. Synergy scores: CSS=64.2, Synergy_ZIP=-5.63, Synergy_Bliss=-8.82, Synergy_Loewe=-13.8, Synergy_HSA=-6.91. (4) Drug 1: C1CN(CCN1C(=O)CCBr)C(=O)CCBr. Drug 2: C1C(C(OC1N2C=NC3=C2NC=NCC3O)CO)O. Cell line: TK-10. Synergy scores: CSS=8.85, Synergy_ZIP=2.65, Synergy_Bliss=0.446, Synergy_Loewe=-1.36, Synergy_HSA=-2.19. (5) Drug 1: C1=CC(=CC=C1C#N)C(C2=CC=C(C=C2)C#N)N3C=NC=N3. Drug 2: CCCCCOC(=O)NC1=NC(=O)N(C=C1F)C2C(C(C(O2)C)O)O. Cell line: SNB-75. Synergy scores: CSS=-5.04, Synergy_ZIP=1.70, Synergy_Bliss=-0.247, Synergy_Loewe=-6.40, Synergy_HSA=-6.39. (6) Cell line: OVCAR3. Drug 1: CC1=C2C(C(=O)C3(C(CC4C(C3C(C(C2(C)C)(CC1OC(=O)C(C(C5=CC=CC=C5)NC(=O)OC(C)(C)C)O)O)OC(=O)C6=CC=CC=C6)(CO4)OC(=O)C)O)C)O. Drug 2: CC1=C(C(=CC=C1)Cl)NC(=O)C2=CN=C(S2)NC3=CC(=NC(=N3)C)N4CCN(CC4)CCO. Synergy scores: CSS=3.20, Synergy_ZIP=2.66, Synergy_Bliss=4.44, Synergy_Loewe=-0.925, Synergy_HSA=-0.0286. (7) Drug 1: C1CC(=O)NC(=O)C1N2CC3=C(C2=O)C=CC=C3N. Synergy scores: CSS=12.6, Synergy_ZIP=-3.25, Synergy_Bliss=1.47, Synergy_Loewe=-14.8, Synergy_HSA=1.81. Cell line: NCI-H322M. Drug 2: CCC1(CC2CC(C3=C(CCN(C2)C1)C4=CC=CC=C4N3)(C5=C(C=C6C(=C5)C78CCN9C7C(C=CC9)(C(C(C8N6C)(C(=O)OC)O)OC(=O)C)CC)OC)C(=O)OC)O.OS(=O)(=O)O.